Dataset: Retrosynthesis with 50K atom-mapped reactions and 10 reaction types from USPTO. Task: Predict the reactants needed to synthesize the given product. (1) Given the product O=Cc1ccc(-c2ccc3oc(Cc4ccccc4)cc3c2)c(F)c1, predict the reactants needed to synthesize it. The reactants are: Brc1ccc2oc(Cc3ccccc3)cc2c1.O=Cc1ccc(B(O)O)c(F)c1. (2) The reactants are: O=C(CBr)c1ccc(OC(F)(F)F)cc1. Given the product O[C@H](CBr)c1ccc(OC(F)(F)F)cc1, predict the reactants needed to synthesize it.